Dataset: Full USPTO retrosynthesis dataset with 1.9M reactions from patents (1976-2016). Task: Predict the reactants needed to synthesize the given product. (1) Given the product [Si:1]([O:18][CH2:19][C:20]1[C:25]([N:26]2[CH2:31][C@H:30]([CH3:32])[O:29][C@H:28]([CH3:33])[CH2:27]2)=[C:24]([Cl:34])[C:23]([F:35])=[C:22]([CH:41]([C:40]2[S:36][CH:37]=[N:38][CH:39]=2)[OH:42])[CH:21]=1)([C:14]([CH3:16])([CH3:17])[CH3:15])([C:2]1[CH:7]=[CH:6][CH:5]=[CH:4][CH:3]=1)[C:8]1[CH:13]=[CH:12][CH:11]=[CH:10][CH:9]=1, predict the reactants needed to synthesize it. The reactants are: [Si:1]([O:18][CH2:19][C:20]1[C:25]([N:26]2[CH2:31][C@H:30]([CH3:32])[O:29][C@H:28]([CH3:33])[CH2:27]2)=[C:24]([Cl:34])[C:23]([F:35])=[CH:22][CH:21]=1)([C:14]([CH3:17])([CH3:16])[CH3:15])([C:8]1[CH:13]=[CH:12][CH:11]=[CH:10][CH:9]=1)[C:2]1[CH:7]=[CH:6][CH:5]=[CH:4][CH:3]=1.[S:36]1[C:40]([CH:41]=[O:42])=[CH:39][N:38]=[CH:37]1.[Li]N1C(C)(C)CCCC1(C)C. (2) Given the product [CH3:1][N:2]1[C:6]([C:7]#[N:9])=[CH:5][C:4]([CH3:10])=[N:3]1, predict the reactants needed to synthesize it. The reactants are: [CH3:1][N:2]1[C:6]([C:7]([NH2:9])=O)=[CH:5][C:4]([CH3:10])=[N:3]1.P(Cl)(Cl)(Cl)=O.Cl. (3) Given the product [CH3:14][C:11]1([CH3:15])[C:12](=[O:13])[N:8]([C:5]2[CH:6]=[CH:7][C:2]([NH:1][C:43]([NH:42][CH:38]([CH3:39])[CH2:40][CH3:41])=[O:44])=[C:3]([CH3:37])[CH:4]=2)[C:9](=[O:36])[N:10]1[CH2:16][CH2:17][CH2:18][CH2:19][CH2:20][CH2:21][CH2:22][CH2:23][CH2:24][S:25][CH2:26][CH2:27][CH2:28][C:29]([F:35])([F:34])[C:30]([F:33])([F:31])[F:32], predict the reactants needed to synthesize it. The reactants are: [NH2:1][C:2]1[CH:7]=[CH:6][C:5]([N:8]2[C:12](=[O:13])[C:11]([CH3:15])([CH3:14])[N:10]([CH2:16][CH2:17][CH2:18][CH2:19][CH2:20][CH2:21][CH2:22][CH2:23][CH2:24][S:25][CH2:26][CH2:27][CH2:28][C:29]([F:35])([F:34])[C:30]([F:33])([F:32])[F:31])[C:9]2=[O:36])=[CH:4][C:3]=1[CH3:37].[CH:38]([N:42]=[C:43]=[O:44])([CH2:40][CH3:41])[CH3:39].O. (4) Given the product [CH3:64][O:63][C:60]1[CH:61]=[C:62]2[C:57](=[CH:58][C:59]=1[O:65][CH3:66])[N:56]=[CH:55][CH:54]=[C:53]2[O:52][CH2:51][C:50]1[N:46]2[N:47]=[C:42]([C:39]3[CH:40]=[CH:41][C:36]([O:35][CH2:28][C:29]4[CH:34]=[CH:33][CH:32]=[CH:31][CH:30]=4)=[CH:37][CH:38]=3)[CH:43]=[N:44][C:45]2=[N:48][N:49]=1, predict the reactants needed to synthesize it. The reactants are: C1(C2N=NC(NNC(=O)CC3C=C4C(=CC=3)N=CC=C4)=NC=2)C=CC=CC=1.[CH2:28]([O:35][C:36]1[CH:41]=[CH:40][C:39]([C:42]2[N:47]=[N:46][C:45]([NH:48][NH:49][C:50](=O)[CH2:51][O:52][C:53]3[C:62]4[C:57](=[CH:58][C:59]([O:65][CH3:66])=[C:60]([O:63][CH3:64])[CH:61]=4)[N:56]=[CH:55][CH:54]=3)=[N:44][CH:43]=2)=[CH:38][CH:37]=1)[C:29]1[CH:34]=[CH:33][CH:32]=[CH:31][CH:30]=1.